From a dataset of Catalyst prediction with 721,799 reactions and 888 catalyst types from USPTO. Predict which catalyst facilitates the given reaction. (1) Reactant: [C:1]([O:4][CH2:5][C:6]1[C:7]([N:31]2[CH2:42][CH2:41][N:40]3[C:33](=[CH:34][C:35]4[CH2:36][C:37]([CH3:44])([CH3:43])[CH2:38][C:39]=43)[C:32]2=[O:45])=[N:8][CH:9]=[CH:10][C:11]=1[C:12]1[CH:17]=[C:16]([NH:18][C:19]2[CH:24]=[CH:23][CH:22]=[C:21]([O:25][CH2:26][CH2:27][NH2:28])[N:20]=2)[C:15](=[O:29])[N:14]([CH3:30])[CH:13]=1)(=[O:3])[CH3:2].[C:46](Cl)(=[O:49])[CH:47]=[CH2:48]. Product: [C:1]([O:4][CH2:5][C:6]1[C:7]([N:31]2[CH2:42][CH2:41][N:40]3[C:33](=[CH:34][C:35]4[CH2:36][C:37]([CH3:44])([CH3:43])[CH2:38][C:39]=43)[C:32]2=[O:45])=[N:8][CH:9]=[CH:10][C:11]=1[C:12]1[CH:17]=[C:16]([NH:18][C:19]2[CH:24]=[CH:23][CH:22]=[C:21]([O:25][CH2:26][CH2:27][NH:28][C:46](=[O:49])[CH:47]=[CH2:48])[N:20]=2)[C:15](=[O:29])[N:14]([CH3:30])[CH:13]=1)(=[O:3])[CH3:2]. The catalyst class is: 2. (2) Reactant: CC(OI1(OC(C)=O)(OC(C)=O)OC(=O)C2C=CC=CC1=2)=O.[Cl:23][C:24]1[N:29]=[C:28]([CH2:30][OH:31])[C:27]([O:32][CH2:33][CH3:34])=[C:26]([N:35]2[CH2:40][CH2:39][O:38][CH2:37][CH2:36]2)[N:25]=1. Product: [Cl:23][C:24]1[N:29]=[C:28]([CH:30]=[O:31])[C:27]([O:32][CH2:33][CH3:34])=[C:26]([N:35]2[CH2:40][CH2:39][O:38][CH2:37][CH2:36]2)[N:25]=1. The catalyst class is: 2. (3) Reactant: [CH3:1][C@@H:2]1[CH2:7][O:6][CH2:5][CH2:4][N:3]1[C:8]1[N:16]=[C:15]2[C:11]([N:12]=[CH:13][N:14]2[CH:17]2[CH2:22][CH2:21][CH2:20][CH2:19][O:18]2)=[C:10]([N:23]2[CH2:28][CH2:27][O:26][CH2:25][C@H:24]2[CH3:29])[N:9]=1.[Br:30]C(Br)(Cl)C(Cl)(Cl)Cl. Product: [Br:30][C:13]1[N:14]([CH:17]2[CH2:22][CH2:21][CH2:20][CH2:19][O:18]2)[C:15]2[C:11]([N:12]=1)=[C:10]([N:23]1[CH2:28][CH2:27][O:26][CH2:25][C@H:24]1[CH3:29])[N:9]=[C:8]([N:3]1[CH2:4][CH2:5][O:6][CH2:7][C@H:2]1[CH3:1])[N:16]=2. The catalyst class is: 1. (4) Reactant: [F:1][CH:2]([F:29])[C:3]([N:5]1[C@H:9]([CH2:10][F:11])[C@@H:8]([C:12]2[CH:17]=[CH:16][C:15](B3OC(C)(C)C(C)(C)O3)=[CH:14][CH:13]=2)[O:7][C:6]1([CH3:28])[CH3:27])=[O:4].Br[C:31]1[CH:32]=[CH:33][C:34]([CH2:37]O)=[N:35][CH:36]=1.C([O-])([O-])=[O:40].[Na+].[Na+]. Product: [F:29][CH:2]([F:1])[C:3]([N:5]1[C@H:9]([CH2:10][F:11])[C@@H:8]([C:12]2[CH:17]=[CH:16][C:15]([C:33]3[C:34]([CH3:37])=[N:35][C:36]([OH:40])=[CH:31][CH:32]=3)=[CH:14][CH:13]=2)[O:7][C:6]1([CH3:27])[CH3:28])=[O:4]. The catalyst class is: 460. (5) Reactant: [Cl:1][C:2]1[CH:3]=[C:4]([CH:11]=[CH:12][C:13]=1[Cl:14])[CH2:5][NH:6][CH:7]([CH3:10])[CH2:8][OH:9].S(=O)(=O)(O)O. Product: [Cl:1][C:2]1[CH:3]=[C:4]([CH:11]=[CH:12][C:13]=1[Cl:14])[CH2:5][N:6]1[C@H:7]([CH3:10])[CH2:8][O:9][C@H:4]([CH2:5][NH2:6])[CH2:3]1. The catalyst class is: 6. (6) Reactant: Cl[C:2]1[N:7]=[CH:6][N:5]=[C:4]([C:8]([NH:10][C:11]2[CH:16]=[CH:15][C:14]([S:17]([NH:20][CH2:21][CH2:22][C:23]([O:25][C:26]([CH3:29])([CH3:28])[CH3:27])=[O:24])(=[O:19])=[O:18])=[CH:13][C:12]=2[CH3:30])=[O:9])[CH:3]=1.C(NC(C)C)(C)C.[CH:38]1([CH2:41][NH:42][CH:43]2[CH2:48][CH2:47][CH2:46][CH2:45][CH2:44]2)[CH2:40][CH2:39]1. Product: [CH:43]1([N:42]([CH2:41][CH:38]2[CH2:39][CH2:40]2)[C:2]2[N:7]=[CH:6][N:5]=[C:4]([C:8]([NH:10][C:11]3[CH:16]=[CH:15][C:14]([S:17]([NH:20][CH2:21][CH2:22][C:23]([O:25][C:26]([CH3:29])([CH3:28])[CH3:27])=[O:24])(=[O:19])=[O:18])=[CH:13][C:12]=3[CH3:30])=[O:9])[CH:3]=2)[CH2:44][CH2:45][CH2:46][CH2:47][CH2:48]1. The catalyst class is: 8.